Dataset: Catalyst prediction with 721,799 reactions and 888 catalyst types from USPTO. Task: Predict which catalyst facilitates the given reaction. (1) Reactant: [N:1]1([CH2:7][CH2:8][OH:9])[CH2:6][CH2:5][CH2:4][CH2:3][CH2:2]1.[H-].[Na+].Cl[C:13]1[CH:18]=[C:17]([NH:19][C@@H:20]2[CH2:25][CH2:24][C@H:23]([C:26]([O:28][CH3:29])=[O:27])[CH2:22][CH2:21]2)[C:16]([N+:30]([O-:32])=[O:31])=[CH:15][N:14]=1. Product: [N+:30]([C:16]1[C:17]([NH:19][C@@H:20]2[CH2:21][CH2:22][C@H:23]([C:26]([O:28][CH3:29])=[O:27])[CH2:24][CH2:25]2)=[CH:18][C:13]([O:9][CH2:8][CH2:7][N:1]2[CH2:6][CH2:5][CH2:4][CH2:3][CH2:2]2)=[N:14][CH:15]=1)([O-:32])=[O:31]. The catalyst class is: 1. (2) Reactant: [C:1]([C:5]1[CH:11]=[CH:10][C:8]([NH2:9])=[CH:7][CH:6]=1)([CH3:4])([CH3:3])[CH3:2].[F:12][C:13](I)([F:18])[C:14]([F:17])([F:16])[F:15].S(S([O-])=O)([O-])=O.[Na+].[Na+].C(=O)([O-])O.[Na+].S([O-])([O-])(=O)=O.C([N+](CCCC)(CCCC)CCCC)CCC.C([N+](CCCC)(CCCC)CCCC)CCC. Product: [C:1]([C:5]1[CH:6]=[CH:7][C:8]([NH2:9])=[C:10]([C:13]([F:18])([F:12])[C:14]([F:17])([F:16])[F:15])[CH:11]=1)([CH3:4])([CH3:2])[CH3:3]. The catalyst class is: 84. (3) Reactant: [CH2:1]([N:8]([CH2:24][C:25]1[CH:30]=[CH:29][C:28]([C:31]2[CH:36]=[CH:35][C:34]([O:37][CH2:38][C:39]#[N:40])=[C:33]([Br:41])[CH:32]=2)=[CH:27][CH:26]=1)[C:9]([C:11]1[C:15]2[CH:16]=[CH:17][CH:18]=[CH:19][C:14]=2[O:13][C:12]=1[CH2:20][CH2:21][CH2:22][CH3:23])=[O:10])[C:2]1[CH:7]=[CH:6][CH:5]=[CH:4][CH:3]=1.[N-:42]=[N+:43]=[N-:44].[Na+].[Cl-].[NH4+].[OH-].[Na+]. Product: [CH2:1]([N:8]([CH2:24][C:25]1[CH:26]=[CH:27][C:28]([C:31]2[CH:36]=[CH:35][C:34]([O:37][CH2:38][C:39]3[NH:44][N:43]=[N:42][N:40]=3)=[C:33]([Br:41])[CH:32]=2)=[CH:29][CH:30]=1)[C:9]([C:11]1[C:15]2[CH:16]=[CH:17][CH:18]=[CH:19][C:14]=2[O:13][C:12]=1[CH2:20][CH2:21][CH2:22][CH3:23])=[O:10])[C:2]1[CH:3]=[CH:4][CH:5]=[CH:6][CH:7]=1. The catalyst class is: 18. (4) The catalyst class is: 840. Product: [CH:1]1([CH2:7][N:8]2[C:12]3[CH:13]=[CH:14][C:15]([NH:17][S:25]([N:24]([CH3:29])[CH3:23])(=[O:27])=[O:26])=[CH:16][C:11]=3[N:10]=[C:9]2[C:18]([CH3:21])([CH3:22])[CH2:19][CH3:20])[CH2:2][CH2:3][CH2:4][CH2:5][CH2:6]1. Reactant: [CH:1]1([CH2:7][N:8]2[C:12]3[CH:13]=[CH:14][C:15]([NH2:17])=[CH:16][C:11]=3[N:10]=[C:9]2[C:18]([CH3:22])([CH3:21])[CH2:19][CH3:20])[CH2:6][CH2:5][CH2:4][CH2:3][CH2:2]1.[CH3:23][N:24]([CH3:29])[S:25](Cl)(=[O:27])=[O:26]. (5) Reactant: [NH2:1][C@@H:2]([CH3:38])[C:3]([NH:5][C:6]1[CH:7]=[C:8]2[C:13](=[CH:14][C:15]=1[O:16][CH2:17][CH2:18][O:19][CH3:20])[N:12]=[CH:11][N:10]=[C:9]2[NH:21][C:22]1[CH:27]=[CH:26][C:25]([O:28][CH2:29][C:30]2[CH:35]=[CH:34][CH:33]=[C:32]([F:36])[CH:31]=2)=[C:24]([Cl:37])[CH:23]=1)=[O:4].[C:39](Cl)(=[O:42])[CH:40]=[CH2:41].C(=O)(O)[O-].[Na+]. Product: [Cl:37][C:24]1[CH:23]=[C:22]([NH:21][C:9]2[C:8]3[C:13](=[CH:14][C:15]([O:16][CH2:17][CH2:18][O:19][CH3:20])=[C:6]([NH:5][C:3]([C@@H:2]([NH:1][C:39](=[O:42])[CH:40]=[CH2:41])[CH3:38])=[O:4])[CH:7]=3)[N:12]=[CH:11][N:10]=2)[CH:27]=[CH:26][C:25]=1[O:28][CH2:29][C:30]1[CH:35]=[CH:34][CH:33]=[C:32]([F:36])[CH:31]=1. The catalyst class is: 20. (6) Reactant: Cl.[NH2:2][C@H:3]1[CH2:7][CH2:6][N:5]([CH3:8])[C:4]1=[O:9].C(N(CC)CC)C.O=C1CCC(=O)N1[C:24]1[C:32]2[C:27](=[CH:28][C:29]([C:42]([O-])=[O:43])=[C:30]([O:33][C:34]3[CH:39]=[CH:38][C:37]([F:40])=[CH:36][C:35]=3[F:41])[CH:31]=2)[N:26]([CH2:45][CH:46]([CH3:48])[CH3:47])[N:25]=1. Product: [F:41][C:35]1[CH:36]=[C:37]([F:40])[CH:38]=[CH:39][C:34]=1[O:33][C:30]1[CH:31]=[C:32]2[C:27](=[CH:28][C:29]=1[C:42]([NH:2][C@H:3]1[CH2:7][CH2:6][N:5]([CH3:8])[C:4]1=[O:9])=[O:43])[N:26]([CH2:45][CH:46]([CH3:48])[CH3:47])[N:25]=[CH:24]2. The catalyst class is: 96. (7) Reactant: [CH2:1]([O:3][CH2:4][CH2:5][CH2:6][NH:7][C:8](=[O:25])[CH:9]([NH:14][C:15]1[CH:20]=[C:19]([CH2:21][CH2:22][CH3:23])[N:18]=[C:17](Cl)[N:16]=1)[CH2:10][CH:11]([CH3:13])[CH3:12])[CH3:2].[F:26][C:27]([F:39])([F:38])[O:28][C:29]1[CH:34]=[CH:33][C:32](B(O)O)=[CH:31][CH:30]=1.C(=O)([O-])[O-].[Na+].[Na+]. Product: [CH2:1]([O:3][CH2:4][CH2:5][CH2:6][NH:7][C:8](=[O:25])[CH:9]([NH:14][C:15]1[CH:20]=[C:19]([CH2:21][CH2:22][CH3:23])[N:18]=[C:17]([C:32]2[CH:31]=[CH:30][C:29]([O:28][C:27]([F:26])([F:38])[F:39])=[CH:34][CH:33]=2)[N:16]=1)[CH2:10][CH:11]([CH3:13])[CH3:12])[CH3:2]. The catalyst class is: 10. (8) Reactant: [C:1]([C:5]1[CH:10]=[CH:9][C:8]([CH2:11][C:12]([N:14]([CH3:16])[CH3:15])=O)=[C:7]([O:17][CH3:18])[CH:6]=1)([CH3:4])([CH3:3])[CH3:2].[H-].[Al+3].[Li+].[H-].[H-].[H-].CCOC(C)=O.[OH-].[Na+]. Product: [C:1]([C:5]1[CH:10]=[CH:9][C:8]([CH2:11][CH2:12][N:14]([CH3:15])[CH3:16])=[C:7]([O:17][CH3:18])[CH:6]=1)([CH3:4])([CH3:2])[CH3:3]. The catalyst class is: 1. (9) Reactant: C([O:3][C:4]([C:6]1([S:17]([C:20]2[CH:25]=[CH:24][C:23]([O:26][CH3:27])=[CH:22][CH:21]=2)(=[O:19])=[O:18])[CH2:11][CH2:10][N:9]([CH2:12][CH:13]=[C:14]([CH3:16])[CH3:15])[CH2:8][CH2:7]1)=[O:5])C.[OH-].[Na+]. Product: [CH3:27][O:26][C:23]1[CH:22]=[CH:21][C:20]([S:17]([C:6]2([C:4]([OH:5])=[O:3])[CH2:11][CH2:10][N:9]([CH2:12][CH:13]=[C:14]([CH3:15])[CH3:16])[CH2:8][CH2:7]2)(=[O:19])=[O:18])=[CH:25][CH:24]=1. The catalyst class is: 8. (10) Reactant: [C:1]1([NH:7][N:8]=[CH:9][CH:10]=O)[CH:6]=[CH:5][CH:4]=[CH:3][CH:2]=1.C(=O)([O-])[O-].[K+].[K+].Cl[CH2:19][C:20](=[O:22])[CH3:21]. Product: [C:1]1([N:7]2[C:19]([C:20](=[O:22])[CH3:21])=[CH:10][CH:9]=[N:8]2)[CH:2]=[CH:3][CH:4]=[CH:5][CH:6]=1. The catalyst class is: 12.